This data is from Catalyst prediction with 721,799 reactions and 888 catalyst types from USPTO. The task is: Predict which catalyst facilitates the given reaction. (1) Reactant: [C:1](#[N:8])[C:2]1[CH:7]=[CH:6][N:5]=[CH:4][CH:3]=1.[CH3:9][O:10][C:11]1[CH:16]=[CH:15][C:14]([C:17]2([CH2:22][CH2:23][C:24]([NH:26][NH2:27])=O)[O:21][CH2:20][CH2:19][O:18]2)=[CH:13][CH:12]=1.C([O-])([O-])=O.[K+].[K+].CCCCO. Product: [CH3:9][O:10][C:11]1[CH:16]=[CH:15][C:14]([C:17]2([CH2:22][CH2:23][C:24]3[NH:26][N:27]=[C:1]([C:2]4[CH:7]=[CH:6][N:5]=[CH:4][CH:3]=4)[N:8]=3)[O:18][CH2:19][CH2:20][O:21]2)=[CH:13][CH:12]=1. The catalyst class is: 61. (2) Reactant: [Cl:1][C:2]1[CH:7]=[CH:6][C:5]([CH2:8][CH2:9][C:10]([O:12]C(C)(C)C)=[O:11])=[CH:4][C:3]=1[NH:17][C:18](=[O:33])[CH:19]([N:26]1[CH2:31][CH2:30][CH:29]([CH3:32])[CH2:28][CH2:27]1)[CH:20]([CH3:25])[C:21]([F:24])([F:23])[F:22].FC(F)(F)C(O)=O. Product: [Cl:1][C:2]1[CH:7]=[CH:6][C:5]([CH2:8][CH2:9][C:10]([OH:12])=[O:11])=[CH:4][C:3]=1[NH:17][C:18](=[O:33])[CH:19]([N:26]1[CH2:27][CH2:28][CH:29]([CH3:32])[CH2:30][CH2:31]1)[CH:20]([CH3:25])[C:21]([F:24])([F:23])[F:22]. The catalyst class is: 4.